Dataset: Reaction yield outcomes from USPTO patents with 853,638 reactions. Task: Predict the reaction yield, written as a fraction of the theoretical maximum amount of product (1.0 means a 100% yield; for example, 0.34 means a 34% yield). (1) The reactants are ClCCl.[Cl:4][C:5]1[CH:6]=[C:7]([N:11]([O:25][CH:26]2[CH2:31][CH2:30][CH2:29][CH2:28][O:27]2)[C:12]([C:14]2[O:15][C:16]3[C:23]([NH2:24])=[CH:22][CH:21]=[CH:20][C:17]=3[C:18]=2O)=[NH:13])[CH:8]=[CH:9][CH:10]=1.[C:32](OC(=O)C)(=[O:34])[CH3:33]. The yield is 0.990. The product is [Cl:4][C:5]1[CH:6]=[C:7]([N:11]([O:25][CH:26]2[CH2:31][CH2:30][CH2:29][CH2:28][O:27]2)[C:12]([C:14]2[O:15][C:16]3[C:23]([NH:24][C:32](=[O:34])[CH3:33])=[CH:22][CH:21]=[CH:20][C:17]=3[CH:18]=2)=[NH:13])[CH:8]=[CH:9][CH:10]=1. The catalyst is N1C=CC=CC=1. (2) The product is [C:12]1([C:11]2[C:5]3[C:6](=[N:7][CH:8]=[C:3]([C:1]4[NH:42][N:41]=[N:40][CH:2]=4)[N:4]=3)[O:9][C:10]=2[C:18]2[CH:23]=[CH:22][C:21]([C:24]3([NH:28][C:29](=[O:35])[O:30][C:31]([CH3:32])([CH3:34])[CH3:33])[CH2:27][CH2:26][CH2:25]3)=[CH:20][CH:19]=2)[CH:13]=[CH:14][CH:15]=[CH:16][CH:17]=1. The catalyst is CN(C=O)C.[Cu]I. The yield is 0.800. The reactants are [C:1]([C:3]1[N:4]=[C:5]2[C:11]([C:12]3[CH:17]=[CH:16][CH:15]=[CH:14][CH:13]=3)=[C:10]([C:18]3[CH:23]=[CH:22][C:21]([C:24]4([NH:28][C:29](=[O:35])[O:30][C:31]([CH3:34])([CH3:33])[CH3:32])[CH2:27][CH2:26][CH2:25]4)=[CH:20][CH:19]=3)[O:9][C:6]2=[N:7][CH:8]=1)#[CH:2].[Si]([N:40]=[N+:41]=[N-:42])(C)(C)C.CO. (3) The reactants are [NH2:1][C:2]1[CH:7]=[CH:6][C:5]([NH2:8])=[CH:4][CH:3]=1.C(N(CC)CC)C.Cl[C:17]([O:19][CH2:20][C:21]1[CH:26]=[CH:25][CH:24]=[CH:23][CH:22]=1)=[O:18].C(=O)([O-])O.[Na+]. The catalyst is O1CCCC1.CCCCCC.C(OCC)(=O)C. The product is [NH2:1][C:2]1[CH:7]=[CH:6][C:5]([NH:8][C:17](=[O:18])[O:19][CH2:20][C:21]2[CH:26]=[CH:25][CH:24]=[CH:23][CH:22]=2)=[CH:4][CH:3]=1. The yield is 0.450. (4) The yield is 0.250. The product is [C:15]([Si:12]([CH3:14])([CH3:13])[O:19][CH2:20][CH2:21][NH:4][C:3]1[CH:5]=[CH:6][C:7]([N+:9]([O-:11])=[O:10])=[CH:8][C:2]=1[I:1])([CH3:18])([CH3:17])[CH3:16]. The reactants are [I:1][C:2]1[CH:8]=[C:7]([N+:9]([O-:11])=[O:10])[CH:6]=[CH:5][C:3]=1[NH2:4].[Si:12]([O:19][CH2:20][CH:21]=O)([C:15]([CH3:18])([CH3:17])[CH3:16])([CH3:14])[CH3:13].C(O)(C(F)(F)F)=O.[BH3-]C#N.[Na+]. The catalyst is CO. (5) The reactants are [CH3:1][C:2]1[C:7]([CH3:8])=[CH:6][N:5]=[C:4]([NH2:9])[CH:3]=1.[C:10]1(=O)[C:18]2[C:13](=[CH:14][CH:15]=[CH:16][CH:17]=2)[C:12](=[O:19])[O:11]1.C([O-])(O)=O.[Na+]. The catalyst is C(O)(=O)C. The product is [CH3:1][C:2]1[C:7]([CH3:8])=[CH:6][N:5]=[C:4]([N:9]2[C:10](=[O:11])[C:18]3[C:13](=[CH:14][CH:15]=[CH:16][CH:17]=3)[C:12]2=[O:19])[CH:3]=1. The yield is 0.400. (6) The reactants are Br[C:2]1[CH:3]=[C:4]2[C:9](=[CH:10][CH:11]=1)[CH:8]=[N:7][C:6]([F:12])=[CH:5]2.C([O:15][B:16](OCC)[O:17]CC)C.C([Li])CCC. The catalyst is C1COCC1. The product is [F:12][C:6]1[N:7]=[CH:8][C:9]2[C:4]([CH:5]=1)=[CH:3][C:2]([B:16]([OH:17])[OH:15])=[CH:11][CH:10]=2. The yield is 0.780. (7) The product is [O:17]=[C:16]1[C:15]([CH2:18][C:19]2[CH:20]=[CH:21][C:22]([C:25]3[C:26]([C:31]#[N:32])=[CH:27][CH:28]=[CH:29][CH:30]=3)=[CH:23][CH:24]=2)=[C:14]([CH2:33][CH2:34][CH3:35])[N:13]2[N:36]=[CH:37][N:38]=[C:12]2[N:11]1[C@H:8]1[CH2:9][CH2:10][C@H:5]([O:4][CH2:3][CH:2]2[CH2:39][CH2:40][CH2:41][O:1]2)[CH2:6][CH2:7]1. The reactants are [OH:1][CH:2]([CH2:39][CH2:40][CH2:41]O)[CH2:3][O:4][C@H:5]1[CH2:10][CH2:9][C@H:8]([N:11]2[C:16](=[O:17])[C:15]([CH2:18][C:19]3[CH:24]=[CH:23][C:22]([C:25]4[C:26]([C:31]#[N:32])=[CH:27][CH:28]=[CH:29][CH:30]=4)=[CH:21][CH:20]=3)=[C:14]([CH2:33][CH2:34][CH3:35])[N:13]3[N:36]=[CH:37][N:38]=[C:12]23)[CH2:7][CH2:6]1.C1(P(C2C=CC=CC=2)C2C=CC=CC=2)C=CC=CC=1.N(C(OCC)=O)=NC(OCC)=O.O. The yield is 0.740. The catalyst is O1CCCC1. (8) The reactants are [F:1][C:2]1[CH:3]=[C:4]([C:25](OCC)=[O:26])[C:5]2[C:6](=O)[CH:7]([C:18]3[N:22]([CH3:23])[N:21]=[CH:20][N:19]=3)[CH:8]([C:12]3[CH:17]=[CH:16][CH:15]=[CH:14][CH:13]=3)[NH:9][C:10]=2[CH:11]=1.O.[NH2:31][NH2:32]. The catalyst is CO. The yield is 0.240. The product is [F:1][C:2]1[CH:11]=[C:10]2[NH:9][CH:8]([C:12]3[CH:13]=[CH:14][CH:15]=[CH:16][CH:17]=3)[CH:7]([C:18]3[N:22]([CH3:23])[N:21]=[CH:20][N:19]=3)[C:6]3=[N:31][NH:32][C:25](=[O:26])[C:4]([CH:3]=1)=[C:5]23. (9) The reactants are [Br:1][C:2]1[CH:3]=[C:4]([OH:9])[CH:5]=[CH:6][C:7]=1[CH3:8].[H-].[Na+].[CH3:12][O:13][CH2:14][CH2:15]Cl.O. The catalyst is CN(C)C=O. The product is [Br:1][C:2]1[CH:3]=[C:4]([O:9][CH2:12][O:13][CH2:14][CH3:15])[CH:5]=[CH:6][C:7]=1[CH3:8]. The yield is 0.830. (10) The catalyst is C1COCC1. The yield is 0.300. The product is [CH3:1][C:2]1[C:10]2[C:5](=[C:6]([CH3:11])[CH:7]=[CH:8][CH:9]=2)[NH:4][C:3]=1[CH2:12][OH:13]. The reactants are [CH3:1][C:2]1[C:10]2[C:5](=[C:6]([CH3:11])[CH:7]=[CH:8][CH:9]=2)[NH:4][C:3]=1[C:12](OCC)=[O:13].[H-].[H-].[H-].[H-].[Li+].[Al+3].